Dataset: Full USPTO retrosynthesis dataset with 1.9M reactions from patents (1976-2016). Task: Predict the reactants needed to synthesize the given product. (1) Given the product [F:18][C:19]1[CH:27]=[CH:26][CH:25]=[C:24]([F:28])[C:20]=1[C:21]([NH:17][C:14]1[CH:13]=[CH:12][C:11]([C:10]2[C:2]([Cl:1])=[CH:3][C:4]3[O:5][CH2:6][CH2:7][C:8]=3[CH:9]=2)=[CH:16][N:15]=1)=[O:22], predict the reactants needed to synthesize it. The reactants are: [Cl:1][C:2]1[C:10]([C:11]2[CH:12]=[CH:13][C:14]([NH2:17])=[N:15][CH:16]=2)=[CH:9][C:8]2[CH2:7][CH2:6][O:5][C:4]=2[CH:3]=1.[F:18][C:19]1[CH:27]=[CH:26][CH:25]=[C:24]([F:28])[C:20]=1[C:21](Cl)=[O:22].CCN(C(C)C)C(C)C.C([O-])(O)=O.[Na+].C(Cl)Cl. (2) Given the product [OH:9][CH2:8][CH2:7][N:1]1[CH2:6][CH2:5][N:4]([C:11]2[CH:20]=[C:19]([C:21]([NH:23][CH2:24][C@H:25]3[CH2:26][CH2:27][C@H:28]([CH2:31][NH:32][C:33](=[O:39])[O:34][C:35]([CH3:37])([CH3:36])[CH3:38])[CH2:29][CH2:30]3)=[O:22])[C:18]3[C:13](=[CH:14][CH:15]=[CH:16][CH:17]=3)[N:12]=2)[CH2:3][CH2:2]1, predict the reactants needed to synthesize it. The reactants are: [N:1]1([CH2:7][CH2:8][OH:9])[CH2:6][CH2:5][NH:4][CH2:3][CH2:2]1.Cl[C:11]1[CH:20]=[C:19]([C:21]([NH:23][CH2:24][C@H:25]2[CH2:30][CH2:29][C@H:28]([CH2:31][NH:32][C:33](=[O:39])[O:34][C:35]([CH3:38])([CH3:37])[CH3:36])[CH2:27][CH2:26]2)=[O:22])[C:18]2[C:13](=[CH:14][CH:15]=[CH:16][CH:17]=2)[N:12]=1.